Dataset: Catalyst prediction with 721,799 reactions and 888 catalyst types from USPTO. Task: Predict which catalyst facilitates the given reaction. (1) Reactant: C([O:8][CH2:9][C:10]([O:12][C@@H:13]1[C@:29]2([CH3:30])[CH:16]([CH:17]3[CH:26]([CH2:27][CH2:28]2)[C:25]2[CH:24]=[CH:23][C:22]([O:31][Si:32]([C:35]([CH3:38])([CH3:37])[CH3:36])([CH3:34])[CH3:33])=[CH:21][C:20]=2[CH2:19][CH2:18]3)[CH2:15][CH2:14]1)=[O:11])C1C=CC=CC=1. Product: [OH:8][CH2:9][C:10]([O:12][C@@H:13]1[C@:29]2([CH3:30])[CH:16]([CH:17]3[CH:26]([CH2:27][CH2:28]2)[C:25]2[CH:24]=[CH:23][C:22]([O:31][Si:32]([C:35]([CH3:38])([CH3:37])[CH3:36])([CH3:34])[CH3:33])=[CH:21][C:20]=2[CH2:19][CH2:18]3)[CH2:15][CH2:14]1)=[O:11]. The catalyst class is: 78. (2) Reactant: C([O:5][C:6](=[O:35])[CH2:7][O:8][C:9]1[C:14]2[CH2:15][CH2:16][CH2:17][CH2:18][CH:19]([NH:20][S:21]([C:24]3[CH:29]=[C:28]([C:30]([F:33])([F:32])[F:31])[CH:27]=[C:26](F)[CH:25]=3)(=[O:23])=[O:22])[C:13]=2[CH:12]=[CH:11][CH:10]=1)(C)(C)C.[CH3:36][O-:37].[Na+]. Product: [CH3:36][O:37][C:26]1[CH:25]=[C:24]([S:21]([NH:20][CH:19]2[C:13]3[CH:12]=[CH:11][CH:10]=[C:9]([O:8][CH2:7][C:6]([OH:5])=[O:35])[C:14]=3[CH2:15][CH2:16][CH2:17][CH2:18]2)(=[O:23])=[O:22])[CH:29]=[C:28]([C:30]([F:32])([F:31])[F:33])[CH:27]=1. The catalyst class is: 475. (3) Reactant: O.[OH-].[Li+].[N:4]1([C@H:10]2[CH2:13][C@H:12]([O:14][C:15]3[CH:20]=[CH:19][C:18]([C:21]4[S:22][C:23]5[CH2:28][CH:27]([C:29]([O:31]CC)=[O:30])[CH2:26][C:24]=5[N:25]=4)=[CH:17][CH:16]=3)[CH2:11]2)[CH2:9][CH2:8][CH2:7][CH2:6][CH2:5]1. Product: [N:4]1([CH:10]2[CH2:13][CH:12]([O:14][C:15]3[CH:16]=[CH:17][C:18]([C:21]4[S:22][C:23]5[CH2:28][CH:27]([C:29]([OH:31])=[O:30])[CH2:26][C:24]=5[N:25]=4)=[CH:19][CH:20]=3)[CH2:11]2)[CH2:5][CH2:6][CH2:7][CH2:8][CH2:9]1. The catalyst class is: 132. (4) Product: [NH2:12][C:10]1[S:11][C:7]2[C:8](=[C:3]([OH:2])[CH:4]=[CH:5][CH:6]=2)[N:9]=1. The catalyst class is: 2. Reactant: C[O:2][C:3]1[C:8]2[N:9]=[C:10]([NH2:12])[S:11][C:7]=2[CH:6]=[CH:5][CH:4]=1.B(Br)(Br)Br. (5) Reactant: [Cl:1][C:2]1[CH:7]=[CH:6][CH:5]=[CH:4][CH:3]=1.[N+:8]([O-])([OH:10])=[O:9]. Product: [N+:8]([C:3]1[CH:4]=[CH:5][CH:6]=[CH:7][C:2]=1[Cl:1])([O-:10])=[O:9]. The catalyst class is: 6. (6) Reactant: [C:1]1([C:10]2[CH:15]=[CH:14][CH:13]=[CH:12][CH:11]=2)[C:2]([C:7]([OH:9])=O)=[CH:3][CH:4]=[CH:5][CH:6]=1.[CH2:16]([O:18][C:19]([C:21]1(N)[CH2:29][C:28]2[C:23](=[CH:24][CH:25]=[CH:26][CH:27]=2)[CH2:22]1)=[O:20])[CH3:17].C[N:32](C(ON1N=NC2C=CC=NC1=2)=[N+](C)C)C.F[P-](F)(F)(F)(F)F.CCN(C(C)C)C(C)C. Product: [CH2:16]([O:18][C:19]([CH:21]1[CH2:29][C:28]2[C:23](=[CH:24][CH:25]=[CH:26][CH:27]=2)[CH:22]1[NH:32][C:7]([C:2]1[C:1]([C:10]2[CH:15]=[CH:14][CH:13]=[CH:12][CH:11]=2)=[CH:6][CH:5]=[CH:4][CH:3]=1)=[O:9])=[O:20])[CH3:17]. The catalyst class is: 18. (7) Reactant: Br[C:2]1[CH:21]=[CH:20][C:19]2[C:16]3=[C:17]4[C:18]5[C:9]([C:10](=[O:46])[N:11]([C:34]6[C:39]([CH:40]([CH3:42])[CH3:41])=[CH:38][CH:37]=[CH:36][C:35]=6[CH:43]([CH3:45])[CH3:44])[C:12](=[O:33])[C:13]=5[CH:14]=[C:15]3[O:22][C:23]3[CH:28]=[CH:27][C:26]([C:29]([CH3:32])([CH3:31])[CH3:30])=[CH:25][CH:24]=3)=[CH:8][C:7]([O:47][C:48]3[CH:53]=[CH:52][C:51]([C:54]([CH3:57])([CH3:56])[CH3:55])=[CH:50][CH:49]=3)=[C:6]4[C:5]3=[CH:58][CH:59]=[CH:60][C:3]=1[C:4]=23.[NH2:61][C:62]1[CH:67]=[CH:66][CH:65]=[CH:64][C:63]=1[SH:68].C(=O)([O-])[O-].[K+].[K+].Cl. Product: [NH2:61][C:62]1[CH:67]=[CH:66][CH:65]=[CH:64][C:63]=1[S:68][C:2]1[CH:21]=[CH:20][C:19]2[C:16]3=[C:17]4[C:18]5[C:9]([C:10](=[O:46])[N:11]([C:34]6[C:39]([CH:40]([CH3:42])[CH3:41])=[CH:38][CH:37]=[CH:36][C:35]=6[CH:43]([CH3:45])[CH3:44])[C:12](=[O:33])[C:13]=5[CH:14]=[C:15]3[O:22][C:23]3[CH:28]=[CH:27][C:26]([C:29]([CH3:32])([CH3:31])[CH3:30])=[CH:25][CH:24]=3)=[CH:8][C:7]([O:47][C:48]3[CH:53]=[CH:52][C:51]([C:54]([CH3:57])([CH3:56])[CH3:55])=[CH:50][CH:49]=3)=[C:6]4[C:5]3=[CH:58][CH:59]=[CH:60][C:3]=1[C:4]=23. The catalyst class is: 60. (8) Reactant: [CH3:1][S:2]([NH:5][C:6]1[N:11]=[CH:10][C:9]([C:12]([OH:14])=[O:13])=[CH:8][N:7]=1)(=[O:4])=[O:3].[Cl:15][C:16]1[CH:17]=[N+:18]([O-:45])[CH:19]=[C:20]([Cl:44])[C:21]=1[CH2:22][C@@H:23]([C:29]1[CH:34]=[CH:33][C:32]([O:35][CH:36]([F:38])[F:37])=[C:31]([O:39][CH2:40][CH:41]2[CH2:43][CH2:42]2)[CH:30]=1)[O:24][C:25](=[O:28])[CH2:26]O.C(Cl)CCl. Product: [Cl:44][C:20]1[CH:19]=[N+:18]([O-:45])[CH:17]=[C:16]([Cl:15])[C:21]=1[CH2:22][C@@H:23]([C:29]1[CH:34]=[CH:33][C:32]([O:35][CH:36]([F:38])[F:37])=[C:31]([O:39][CH2:40][CH:41]2[CH2:43][CH2:42]2)[CH:30]=1)[O:24][C:25](=[O:28])[CH2:26][O:13][C:12]([C:9]1[CH:8]=[N:7][C:6]([NH:5][S:2]([CH3:1])(=[O:3])=[O:4])=[N:11][CH:10]=1)=[O:14]. The catalyst class is: 64. (9) Reactant: [CH2:1]1[NH:6][CH2:5][CH2:4][N:3]2[CH2:7][CH2:8][CH2:9][CH2:10][CH:2]12.[C:11]([O:15][CH2:16][CH3:17])(=[O:14])[CH:12]=[CH2:13]. Product: [CH2:1]1[N:6]([CH2:13][CH2:12][C:11]([O:15][CH2:16][CH3:17])=[O:14])[CH2:5][CH2:4][N:3]2[CH2:7][CH2:8][CH2:9][CH2:10][CH:2]12. The catalyst class is: 10. (10) Reactant: [C:1]([C:3]1[CH:4]=[CH:5][C:6]([O:13][C:14]2[CH:19]=[C:18]([F:20])[CH:17]=[CH:16][C:15]=2[F:21])=[C:7]([S:9](Cl)(=[O:11])=[O:10])[CH:8]=1)#[N:2].[CH3:22][N:23]([CH3:30])[CH:24]1[CH2:29][CH2:28][NH:27][CH2:26][CH2:25]1.CCOC(C)=O.O. Product: [F:21][C:15]1[CH:16]=[CH:17][C:18]([F:20])=[CH:19][C:14]=1[O:13][C:6]1[CH:5]=[CH:4][C:3]([C:1]#[N:2])=[CH:8][C:7]=1[S:9]([N:27]1[CH2:28][CH2:29][CH:24]([N:23]([CH3:30])[CH3:22])[CH2:25][CH2:26]1)(=[O:11])=[O:10]. The catalyst class is: 2.